Dataset: Catalyst prediction with 721,799 reactions and 888 catalyst types from USPTO. Task: Predict which catalyst facilitates the given reaction. (1) Reactant: [CH3:1][O:2][C:3]([CH:5]1[CH2:9][CH:8]([CH2:10][O:11][CH:12]([F:14])[F:13])[CH2:7][N:6]1[C:15]([O:17][C:18]([CH3:21])([CH3:20])[CH3:19])=[O:16])=[O:4].[Li+].[OH-].Cl.BrC[C:27]([C:29]1[CH:34]=[CH:33][C:32]([Br:35])=[CH:31][CH:30]=1)=[O:28].C(N(CC)CC)C. Product: [C:18]([O:17][C:15]([N:6]1[CH2:7][CH:8]([CH2:10][O:11][CH:12]([F:14])[F:13])[CH2:9][CH:5]1[C:3]([O:2][CH2:1][C:27]([C:29]1[CH:34]=[CH:33][C:32]([Br:35])=[CH:31][CH:30]=1)=[O:28])=[O:4])=[O:16])([CH3:21])([CH3:20])[CH3:19]. The catalyst class is: 5. (2) Reactant: I[CH2:2][CH2:3][CH:4]1[CH2:9][CH2:8][N:7]([C:10]([O:12][C:13]([CH3:16])([CH3:15])[CH3:14])=[O:11])[CH2:6][CH2:5]1.[CH3:17][S-:18].[Na+]. Product: [CH3:17][S:18][CH2:2][CH2:3][CH:4]1[CH2:9][CH2:8][N:7]([C:10]([O:12][C:13]([CH3:16])([CH3:15])[CH3:14])=[O:11])[CH2:6][CH2:5]1. The catalyst class is: 31.